Dataset: Catalyst prediction with 721,799 reactions and 888 catalyst types from USPTO. Task: Predict which catalyst facilitates the given reaction. Reactant: [CH2:1]([O:3][C:4](=[O:18])[CH2:5][C:6]1[C:10]2[CH:11]=[C:12]([C:15]#N)[CH:13]=[CH:14][C:9]=2[O:8][C:7]=1[CH3:17])[CH3:2].C(O)(=[O:21])C.N1C=CC=CC=1. Product: [CH2:1]([O:3][C:4](=[O:18])[CH2:5][C:6]1[C:10]2[CH:11]=[C:12]([CH:15]=[O:21])[CH:13]=[CH:14][C:9]=2[O:8][C:7]=1[CH3:17])[CH3:2]. The catalyst class is: 769.